This data is from Full USPTO retrosynthesis dataset with 1.9M reactions from patents (1976-2016). The task is: Predict the reactants needed to synthesize the given product. (1) The reactants are: Br.[CH2:2]([N:4]([CH2:7][CH2:8]Br)[CH2:5][CH3:6])[CH3:3].C(=O)(O)[O-].[Na+].[Na][Na].[CH3:17][C:18]1([CH3:33])[S:22][CH:21]2[CH:23]([C:27]([OH:29])=[O:28])[NH:24][C:25](=[O:26])[N:20]2[CH:19]1[C:30]([OH:32])=[O:31]. Given the product [CH3:17][C:18]1([CH3:33])[S:22][C@@H:21]2[C@@H:23]([C:27]([O:29][CH2:8][CH2:7][N:4]([CH2:2][CH3:3])[CH2:5][CH3:6])=[O:28])[NH:24][C:25](=[O:26])[N:20]2[C@H:19]1[C:30]([O:32][CH2:3][CH2:2][N:4]([CH2:7][CH3:8])[CH2:5][CH3:6])=[O:31], predict the reactants needed to synthesize it. (2) The reactants are: [NH2:1][C@@H:2]([CH2:10][CH2:11][CH2:12][NH:13][S:14]([C:17]1[CH:22]=[CH:21][C:20]([CH3:23])=[CH:19][CH:18]=1)(=[O:16])=[O:15])[C:3]([O:5][C:6]([CH3:9])([CH3:8])[CH3:7])=[O:4].C(OC(N[C@@H](CCCNS([C:47]1[CH:52]=[CH:51][C:50]([CH3:53])=[CH:49][CH:48]=1)(=O)=O)C(OC(C)(C)C)=O)=O)(C)(C)C.[C:54](Cl)(=[O:57])[CH2:55][CH3:56].CN([C:62]([O:66]N1N=NC2C=CC=CC1=2)=[N+](C)C)C.F[P-](F)(F)(F)(F)F.[CH3:83][CH2:84][N:85](C(C)C)C(C)C. Given the product [CH2:53]([N:85]1[CH:84]=[CH:83][CH:56]=[C:55]([C:62]([NH:1][C@@H:2]([CH2:10][CH2:11][CH2:12][NH:13][S:14]([C:17]2[CH:22]=[CH:21][C:20]([CH3:23])=[CH:19][CH:18]=2)(=[O:16])=[O:15])[C:3]([O:5][C:6]([CH3:7])([CH3:8])[CH3:9])=[O:4])=[O:66])[C:54]1=[O:57])[C:50]1[CH:49]=[CH:48][CH:47]=[CH:52][CH:51]=1, predict the reactants needed to synthesize it. (3) Given the product [CH:14]1([CH2:13][O:12][C:3]2[C:2]([C:22]3[C:21]4[CH:33]=[CH:34][N:35]([S:36]([C:39]5[CH:44]=[CH:43][C:42]([CH3:45])=[CH:41][CH:40]=5)(=[O:38])=[O:37])[C:20]=4[C:19](=[O:46])[N:18]([CH3:17])[CH:23]=3)=[CH:10][CH:9]=[C:8]3[C:4]=2[CH:5]=[N:6][N:7]3[CH3:11])[CH2:16][CH2:15]1, predict the reactants needed to synthesize it. The reactants are: Br[C:2]1[C:3]([O:12][CH2:13][CH:14]2[CH2:16][CH2:15]2)=[C:4]2[C:8](=[CH:9][CH:10]=1)[N:7]([CH3:11])[N:6]=[CH:5]2.[CH3:17][N:18]1[CH:23]=[C:22](B2OC(C)(C)C(C)(C)O2)[C:21]2[CH:33]=[CH:34][N:35]([S:36]([C:39]3[CH:44]=[CH:43][C:42]([CH3:45])=[CH:41][CH:40]=3)(=[O:38])=[O:37])[C:20]=2[C:19]1=[O:46].